Dataset: Reaction yield outcomes from USPTO patents with 853,638 reactions. Task: Predict the reaction yield, written as a fraction of the theoretical maximum amount of product (1.0 means a 100% yield; for example, 0.34 means a 34% yield). (1) The reactants are [Si:1]([C:8]1[C:13]([Cl:14])=[C:12]([F:15])[N:11]=[C:10]([C:16]([C:18]2[C:19](F)=[N:20][CH:21]=[CH:22][CH:23]=2)=O)[C:9]=1[F:25])([C:4]([CH3:7])([CH3:6])[CH3:5])([CH3:3])[CH3:2].C(=O)([O-])[O-].[Ca+2].O.[NH2:32][NH2:33]. The catalyst is O1CCOCC1. The product is [Si:1]([C:8]1[C:13]([Cl:14])=[C:12]([F:15])[N:11]=[C:10]([C:16]2[C:18]3[C:19](=[N:20][CH:21]=[CH:22][CH:23]=3)[NH:33][N:32]=2)[C:9]=1[F:25])([C:4]([CH3:7])([CH3:6])[CH3:5])([CH3:2])[CH3:3]. The yield is 0.890. (2) The reactants are [C:1]([O:5][C:6](=[O:15])[CH:7]([O:11][C:12](=[O:14])[CH3:13])[C:8]([CH3:10])=[O:9])([CH3:4])([CH3:3])[CH3:2].[H-].[Na+].[CH2:18](Br)[CH2:19][CH3:20]. The catalyst is CN(C=O)C. The product is [C:1]([O:5][C:6](=[O:15])[C:7]([O:11][C:12](=[O:14])[CH3:13])([C:8](=[O:9])[CH3:10])[CH2:18][CH2:19][CH3:20])([CH3:2])([CH3:3])[CH3:4]. The yield is 0.710. (3) The reactants are N[C@H](C(O)=O)CS.C1(=O)NC(=O)C=C1.[OH:15][C:16]([CH2:18][CH2:19][CH2:20][CH2:21][C@H:22]1[C@@H:30]2[C@@H:25]([NH:26][C:27]([NH:29]2)=[O:28])[CH2:24][S:23]1)=[O:17]. No catalyst specified. The product is [OH:17][C:16]([CH2:18][CH2:19][CH2:20][CH2:21][C@H:22]1[C@@H:30]2[C@@H:25]([NH:26][C:27]([NH:29]2)=[O:28])[CH2:24][S:23]1)=[O:15]. The yield is 1.00. (4) The reactants are CC(O[C@@H:5]1[O:9][C@H:8]([CH2:10][O:11][C:12]([C:14]2[CH:19]=[CH:18][CH:17]=[CH:16][CH:15]=2)=[O:13])[C@@H:7]([O:20][C:21]([C:23]2[CH:28]=[CH:27][CH:26]=[CH:25][CH:24]=2)=[O:22])[C@H:6]1[O:29][C:30]([C:32]1[CH:37]=[CH:36][CH:35]=[CH:34][CH:33]=1)=[O:31])=O.[C:38]([Si](C)(C)C)#[N:39].B(F)(F)F.CCOCC.C(=O)(O)[O-].[Na+]. The catalyst is ClCCl. The product is [C:21]([O:20][C@H:7]1[C@@H:6]([O:29][C:30](=[O:31])[C:32]2[CH:37]=[CH:36][CH:35]=[CH:34][CH:33]=2)[C@H:5]([C:38]#[N:39])[O:9][C@@H:8]1[CH2:10][O:11][C:12](=[O:13])[C:14]1[CH:15]=[CH:16][CH:17]=[CH:18][CH:19]=1)(=[O:22])[C:23]1[CH:28]=[CH:27][CH:26]=[CH:25][CH:24]=1. The yield is 0.440. (5) The reactants are CO[C:3](=[O:24])[C:4]1[CH:9]=[CH:8][C:7]([O:10][CH2:11][C:12]2[C:13]([C:17]3[CH:22]=[CH:21][C:20]([F:23])=[CH:19][CH:18]=3)=[N:14][O:15][CH:16]=2)=[N:6][CH:5]=1.COC(=O)C1C=CC(OCC2C(C3C=CC=CC=3)=NOC=2C)=NC=1.[NH2:49][CH:50]([CH3:53])[CH2:51][OH:52]. No catalyst specified. The product is [F:23][C:20]1[CH:19]=[CH:18][C:17]([C:13]2[C:12]([CH2:11][O:10][C:7]3[CH:8]=[CH:9][C:4]([C:3]([NH:49][CH:50]([CH3:53])[CH2:51][OH:52])=[O:24])=[CH:5][N:6]=3)=[CH:16][O:15][N:14]=2)=[CH:22][CH:21]=1. The yield is 0.710. (6) The reactants are [Cl-].O[NH3+:3].[C:4](=[O:7])([O-])[OH:5].[Na+].CS(C)=O.[CH2:13]([C:17]1[N:18]=[C:19]([CH3:46])[N:20]([C:40]2[CH:45]=[CH:44][CH:43]=[CH:42][CH:41]=2)[C:21](=[O:39])[C:22]=1[CH2:23][C:24]1[CH:29]=[CH:28][C:27]([C:30]2[C:31]([C:36]#[N:37])=[CH:32][CH:33]=[CH:34][CH:35]=2)=[CH:26][C:25]=1[F:38])[CH2:14][CH2:15][CH3:16]. The catalyst is O.C(OCC)(=O)C. The product is [CH2:13]([C:17]1[N:18]=[C:19]([CH3:46])[N:20]([C:40]2[CH:45]=[CH:44][CH:43]=[CH:42][CH:41]=2)[C:21](=[O:39])[C:22]=1[CH2:23][C:24]1[CH:29]=[CH:28][C:27]([C:30]2[CH:35]=[CH:34][CH:33]=[CH:32][C:31]=2[C:36]2[NH:3][C:4](=[O:7])[O:5][N:37]=2)=[CH:26][C:25]=1[F:38])[CH2:14][CH2:15][CH3:16]. The yield is 0.620. (7) The reactants are [Na:1].COC1OCC([CH2:10][O:11][C:12]2[CH:17]=[CH:16][N:15]=[C:14]([CH2:18][S:19]([C:21]3[NH:25][C:24]4[CH:26]=[CH:27][CH:28]=[CH:29][C:23]=4[N:22]=3)=[O:20])[C:13]=2[CH3:30])CO1.[CH3:31][C:32]1(CO)[O:37][CH2:36][CH2:35][CH2:34][O:33]1. No catalyst specified. The product is [Na:1].[CH3:30][C:13]1[C:14]([CH2:18][S:19]([C:21]2[NH:22][C:23]3[CH:29]=[CH:28][CH:27]=[CH:26][C:24]=3[N:25]=2)=[O:20])=[N:15][CH:16]=[CH:17][C:12]=1[O:11][CH2:10][C:32]1([CH3:31])[O:37][CH2:36][CH2:35][CH2:34][O:33]1. The yield is 0.0860. (8) The catalyst is CN(C)C=O.O. The product is [C:43]1([C@H:49]([NH:52][C:18]([C:11]2[CH:10]=[C:9]([C:7]([N:3]3[CH2:4][CH2:5][CH2:6][C@@H:2]3[CH3:1])=[O:8])[N:17]3[CH2:16][CH2:15][O:14][CH2:13][C:12]=23)=[O:20])[CH2:50][CH3:51])[CH:48]=[CH:47][CH:46]=[CH:45][CH:44]=1. The reactants are [CH3:1][C@H:2]1[CH2:6][CH2:5][CH2:4][N:3]1[C:7]([C:9]1[N:17]2[C:12]([CH2:13][O:14][CH2:15][CH2:16]2)=[C:11]([C:18]([OH:20])=O)[CH:10]=1)=[O:8].ON1C2C=CC=CC=2N=N1.Cl.C(N=C=NCCCN(C)C)C.[C:43]1([C@H:49]([NH2:52])[CH2:50][CH3:51])[CH:48]=[CH:47][CH:46]=[CH:45][CH:44]=1. The yield is 0.670. (9) The reactants are [CH:1]1[C:13]2[NH:12][C:11]3[C:6](=[CH:7][CH:8]=[CH:9][CH:10]=3)[C:5]=2[CH:4]=[CH:3][CH:2]=1.I[C:15]1[CH:20]=[CH:19][C:18]([O:21][CH3:22])=[CH:17][CH:16]=1.P([O-])([O-])([O-])=O.[K+].[K+].[K+].N[C@@H]1CCCC[C@H]1N. The catalyst is O1CCOCC1.[Cu](I)I. The product is [CH3:22][O:21][C:18]1[CH:19]=[CH:20][C:15]([N:12]2[C:11]3[CH:10]=[CH:9][CH:8]=[CH:7][C:6]=3[C:5]3[C:13]2=[CH:1][CH:2]=[CH:3][CH:4]=3)=[CH:16][CH:17]=1. The yield is 0.580.